Dataset: Forward reaction prediction with 1.9M reactions from USPTO patents (1976-2016). Task: Predict the product of the given reaction. (1) Given the reactants F[C:2]1[CH:7]=[C:6]([F:8])[CH:5]=[CH:4][C:3]=1[C:9](=O)[CH2:10][CH3:11].C([O-])(=O)C.[Na+].S(O)(=O)(=O)C.[CH:23]1([NH:29][NH2:30])[CH2:28][CH2:27][CH2:26][CH2:25][CH2:24]1.Cl, predict the reaction product. The product is: [CH:23]1([N:29]2[C:2]3[C:3](=[CH:4][CH:5]=[C:6]([F:8])[CH:7]=3)[C:9]([CH2:10][CH3:11])=[N:30]2)[CH2:28][CH2:27][CH2:26][CH2:25][CH2:24]1. (2) Given the reactants Br[C:2]1[C:10]2[C:5](=[N:6][C:7]([CH3:13])=[C:8]([Cl:12])[C:9]=2[CH3:11])[S:4][C:3]=1[C:14]#[N:15].[NH2:16][NH2:17], predict the reaction product. The product is: [Cl:12][C:8]1[C:9]([CH3:11])=[C:10]2[C:2]3[NH:16][N:17]=[C:14]([NH2:15])[C:3]=3[S:4][C:5]2=[N:6][C:7]=1[CH3:13]. (3) Given the reactants C[Si]([C:5]#[C:6][C:7]1[CH:8]=[C:9]([O:22][CH2:23][C:24]([O:26][C:27]([CH3:30])([CH3:29])[CH3:28])=[O:25])[CH:10]=[C:11]([O:13][CH2:14][C:15]([O:17][C:18]([CH3:21])([CH3:20])[CH3:19])=[O:16])[CH:12]=1)(C)C.[F-].C([N+](CCCC)(CCCC)CCCC)CCC, predict the reaction product. The product is: [C:6]([C:7]1[CH:12]=[C:11]([O:13][CH2:14][C:15]([O:17][C:18]([CH3:21])([CH3:20])[CH3:19])=[O:16])[CH:10]=[C:9]([O:22][CH2:23][C:24]([O:26][C:27]([CH3:30])([CH3:29])[CH3:28])=[O:25])[CH:8]=1)#[CH:5]. (4) Given the reactants [OH:1][CH2:2][C:3]([C@H:5]([C@H:7]([C@@H:9]([CH2:11]O)[OH:10])[OH:8])[OH:6])=[O:4], predict the reaction product. The product is: [O:1]=[CH:2][C@@H:3]([C@@H:5]([C@H:7]([C@H:9]([CH3:11])[OH:10])[OH:8])[OH:6])[OH:4].[OH:1][CH2:2][C:3]([C@@H:5]([C@H:7]([C@H:9]([CH3:11])[OH:10])[OH:8])[OH:6])=[O:4]. (5) Given the reactants [C:1]([OH:6])(=[O:5])[CH:2]([CH3:4])[OH:3].[F:7][C:8]1[CH:9]=[C:10]2[C:15](=[CH:16][C:17]=1[N:18]1[CH2:23][CH2:22][NH:21][CH2:20][CH2:19]1)[N:14]1[C@@H:24]([CH3:26])[S:25][C:13]1=[C:12]([C:27]([OH:29])=[O:28])[C:11]2=[O:30], predict the reaction product. The product is: [C:1]([OH:6])(=[O:5])[CH:2]([CH3:4])[OH:3].[F:7][C:8]1[CH:9]=[C:10]2[C:15](=[CH:16][C:17]=1[N:18]1[CH2:23][CH2:22][NH:21][CH2:20][CH2:19]1)[N:14]1[C@@H:24]([CH3:26])[S:25][C:13]1=[C:12]([C:27]([OH:29])=[O:28])[C:11]2=[O:30]. (6) The product is: [CH2:1]([O:3][P:4]([CH2:7][C:8]1[CH:9]=[CH:10][C:11]([C:14](=[O:35])[NH:15][C:16]2[CH:21]=[C:20]([C:22]3[S:23][CH:24]=[CH:25][CH:26]=3)[CH:19]=[CH:18][C:17]=2[NH2:27])=[CH:12][CH:13]=1)([CH3:6])=[O:5])[CH3:2]. Given the reactants [CH2:1]([O:3][P:4]([CH2:7][C:8]1[CH:13]=[CH:12][C:11]([C:14](=[O:35])[NH:15][C:16]2[CH:21]=[C:20]([C:22]3[S:23][CH:24]=[CH:25][CH:26]=3)[CH:19]=[CH:18][C:17]=2[NH:27]C(OC(C)(C)C)=O)=[CH:10][CH:9]=1)([CH3:6])=[O:5])[CH3:2].C(O)(C(F)(F)F)=O, predict the reaction product. (7) Given the reactants COC(=O)[CH:4]([CH:9]1[CH2:18][CH2:17][C:16]2[C:11](=[CH:12][CH:13]=[C:14]([SH:19])[CH:15]=2)[O:10]1)[C:5]([O:7]C)=[O:6].Cl[CH2:22][C:23]1[S:27][C:26]([C:28]2[CH:33]=[CH:32][C:31]([C:34]([F:37])([F:36])[F:35])=[CH:30][CH:29]=2)=[N:25][C:24]=1[CH3:38].C([O-])([O-])=O.[Cs+].[Cs+].CCOCC, predict the reaction product. The product is: [CH3:38][C:24]1[N:25]=[C:26]([C:28]2[CH:29]=[CH:30][C:31]([C:34]([F:37])([F:36])[F:35])=[CH:32][CH:33]=2)[S:27][C:23]=1[CH2:22][S:19][C:14]1[CH:13]=[CH:12][C:11]2[O:10][CH:9]([CH2:4][C:5]([OH:7])=[O:6])[CH:18]=[CH:17][C:16]=2[CH:15]=1.